This data is from Full USPTO retrosynthesis dataset with 1.9M reactions from patents (1976-2016). The task is: Predict the reactants needed to synthesize the given product. (1) Given the product [CH3:38][C:35]1[CH:36]=[CH:37][C:31]2[O:30][C:29]([NH:28][C:25]3[CH:26]=[CH:27][C:22]([C:19]4[CH:20]=[CH:21][C:16]([C:14]([C@@H:9]5[CH2:10][CH2:11][CH2:12][CH2:13][C@H:8]5[C:6]([OH:7])=[O:5])=[O:15])=[CH:17][CH:18]=4)=[CH:23][CH:24]=3)=[N:33][C:32]=2[CH:34]=1, predict the reactants needed to synthesize it. The reactants are: C[Si](C)(C)CC[O:5][C:6]([C@@H:8]1[CH2:13][CH2:12][CH2:11][CH2:10][C@H:9]1[C:14]([C:16]1[CH:21]=[CH:20][C:19]([C:22]2[CH:27]=[CH:26][C:25]([NH:28][C:29]3[O:30][C:31]4[CH:37]=[CH:36][C:35]([CH3:38])=[CH:34][C:32]=4[N:33]=3)=[CH:24][CH:23]=2)=[CH:18][CH:17]=1)=[O:15])=[O:7].[F-].C([N+](CCCC)(CCCC)CCCC)CCC.[NH4+].[Cl-]. (2) Given the product [CH3:12][O:13][C:2]1[CH:3]=[CH:4][C:5]([N+:9]([O-:11])=[O:10])=[C:6]([OH:8])[CH:7]=1, predict the reactants needed to synthesize it. The reactants are: F[C:2]1[CH:3]=[CH:4][C:5]([N+:9]([O-:11])=[O:10])=[C:6]([OH:8])[CH:7]=1.[CH3:12][O-:13].[Na+].Cl. (3) The reactants are: C[O:2][C:3]([CH:5]1[CH2:10][CH2:9][CH:8]([CH2:11][NH:12][C:13]([N:15]2[CH2:19][C@@H:18]([CH2:20][C:21]([CH3:24])([CH3:23])[CH3:22])[C@@:17]([C:27]3[CH:32]=[CH:31][C:30]([Cl:33])=[CH:29][C:28]=3[F:34])([C:25]#[N:26])[C@H:16]2[C:35]2[CH:40]=[CH:39][CH:38]=[C:37]([Cl:41])[C:36]=2[F:42])=[O:14])[CH2:7][CH2:6]1)=[O:4].[Li+].[OH-]. Given the product [Cl:41][C:37]1[C:36]([F:42])=[C:35]([C@@H:16]2[C@:17]([C:27]3[CH:32]=[CH:31][C:30]([Cl:33])=[CH:29][C:28]=3[F:34])([C:25]#[N:26])[C@H:18]([CH2:20][C:21]([CH3:23])([CH3:24])[CH3:22])[CH2:19][N:15]2[C:13]([NH:12][CH2:11][CH:8]2[CH2:7][CH2:6][CH:5]([C:3]([OH:4])=[O:2])[CH2:10][CH2:9]2)=[O:14])[CH:40]=[CH:39][CH:38]=1, predict the reactants needed to synthesize it. (4) The reactants are: [OH-].[Na+].[Br:3][C:4]1[CH:9]=[CH:8][C:7]([C:10]2[CH:15]=[CH:14][C:13]([C:16]([O:18]CC)=[O:17])=[CH:12][CH:11]=2)=[CH:6][CH:5]=1.Cl. Given the product [Br:3][C:4]1[CH:5]=[CH:6][C:7]([C:10]2[CH:15]=[CH:14][C:13]([C:16]([OH:18])=[O:17])=[CH:12][CH:11]=2)=[CH:8][CH:9]=1, predict the reactants needed to synthesize it. (5) Given the product [OH:1][C:2]1[C:11]([CH2:12][CH2:13][C:14]([CH3:16])=[CH2:15])=[C:10]([O:17][CH3:18])[CH:9]=[C:8](/[CH:19]=[CH:20]/[C:21]2[CH:26]=[CH:25][CH:24]=[CH:23][CH:22]=2)[C:3]=1[C:4]([NH2:27])=[O:5], predict the reactants needed to synthesize it. The reactants are: [OH:1][C:2]1[C:11]([CH2:12][CH2:13][C:14]([CH3:16])=[CH2:15])=[C:10]([O:17][CH3:18])[CH:9]=[C:8](/[CH:19]=[CH:20]/[C:21]2[CH:26]=[CH:25][CH:24]=[CH:23][CH:22]=2)[C:3]=1[C:4](OC)=[O:5].[NH3:27].